Dataset: Full USPTO retrosynthesis dataset with 1.9M reactions from patents (1976-2016). Task: Predict the reactants needed to synthesize the given product. (1) Given the product [CH3:16][C:8]1[N:9]=[C:4]([CH2:5][CH2:6][N:7]2[C:11]3[CH:12]=[CH:13][CH:14]=[CH:15][C:10]=3[N:9]=[C:8]2[C:16]([N:18]([CH2:40][CH:41]([CH3:43])[CH3:42])[C@H:19]2[CH2:24][C@@H:23]([C:25]([N:27]3[CH2:32][CH2:31][O:30][CH2:29][CH2:28]3)=[O:26])[CH2:22][N:21]([C:33]([O:35][C:36]([CH3:37])([CH3:38])[CH3:39])=[O:34])[CH2:20]2)=[O:17])[O:3][N:7]=1, predict the reactants needed to synthesize it. The reactants are: C([O:3][C:4](=O)[CH2:5][CH2:6][N:7]1[C:11]2[CH:12]=[CH:13][CH:14]=[CH:15][C:10]=2[N:9]=[C:8]1[C:16]([N:18]([CH2:40][CH:41]([CH3:43])[CH3:42])[C@H:19]1[CH2:24][C@@H:23]([C:25]([N:27]2[CH2:32][CH2:31][O:30][CH2:29][CH2:28]2)=[O:26])[CH2:22][N:21]([C:33]([O:35][C:36]([CH3:39])([CH3:38])[CH3:37])=[O:34])[CH2:20]1)=[O:17])C.[OH-].[Na+].Cl. (2) The reactants are: I[C:2]1[C:10]2[C:5](=[CH:6][CH:7]=[CH:8][CH:9]=2)[N:4]([S:11]([C:14]2[CH:19]=[CH:18][CH:17]=[CH:16][CH:15]=2)(=[O:13])=[O:12])[C:3]=1[CH3:20].C([Mg]Cl)(C)C.[Li+].[Cl-].[Cl:28][C:29]1[N:34]=[CH:33][C:32]([Cl:35])=[CH:31][N:30]=1.O.C(C1C(=O)C(Cl)=C(Cl)C(=O)C=1C#N)#N. Given the product [Cl:28][C:29]1[N:34]=[C:33]([C:2]2[C:10]3[C:5](=[CH:6][CH:7]=[CH:8][CH:9]=3)[N:4]([S:11]([C:14]3[CH:19]=[CH:18][CH:17]=[CH:16][CH:15]=3)(=[O:13])=[O:12])[C:3]=2[CH3:20])[C:32]([Cl:35])=[CH:31][N:30]=1, predict the reactants needed to synthesize it. (3) Given the product [CH3:3][CH:2]([C:4]1[S:8][CH:7]=[C:6]([CH2:9][N:10]([C:12]([NH:14][C@H:15]([C:24]([NH:26][C@@H:27]([CH2:48][C:49]2[CH:54]=[CH:53][CH:52]=[CH:51][CH:50]=2)[CH2:28][CH2:29][C@@H:30]([NH:38][C:39]([O:41][CH2:42][C:43]2[S:47][CH:46]=[N:45][CH:44]=2)=[O:40])[CH2:31][C:32]2[CH:33]=[CH:34][CH:35]=[CH:36][CH:37]=2)=[O:25])[CH2:16][CH2:17][N:18]2[CH2:23][CH2:22][O:21][CH2:20][CH2:19]2)=[O:13])[CH3:11])[N:5]=1)[CH3:1].[C:55]([O-:58])(=[O:57])[CH3:56], predict the reactants needed to synthesize it. The reactants are: [CH3:1][CH:2]([C:4]1[S:8][CH:7]=[C:6]([CH2:9][N:10]([C:12]([NH:14][C@H:15]([C:24]([NH:26][C@@H:27]([CH2:48][C:49]2[CH:50]=[CH:51][CH:52]=[CH:53][CH:54]=2)[CH2:28][CH2:29][C@@H:30]([NH:38][C:39]([O:41][CH2:42][C:43]2[S:47][CH:46]=[N:45][CH:44]=2)=[O:40])[CH2:31][C:32]2[CH:33]=[CH:34][CH:35]=[CH:36][CH:37]=2)=[O:25])[CH2:16][CH2:17][N:18]2[CH2:23][CH2:22][O:21][CH2:20][CH2:19]2)=[O:13])[CH3:11])[N:5]=1)[CH3:3].[C:55]([O:58]CC)(=[O:57])[CH3:56].C(O)(=O)C. (4) Given the product [C:1]([C:5]1[CH:9]=[C:8]([NH:10][C:11]([NH:13][C:14]2[C:23]3[C:18](=[CH:19][CH:20]=[CH:21][CH:22]=3)[C:17]([O:24][C:25]3[CH:30]=[CH:29][N:28]=[C:27]([NH:42][C:43]4[CH:51]=[C:50]5[C:46]([CH2:47][C:48](=[O:52])[NH:49]5)=[CH:45][CH:44]=4)[N:26]=3)=[CH:16][CH:15]=2)=[O:12])[N:7]([C:32]2[CH:37]=[CH:36][CH:35]=[C:34]([P:38]([CH3:41])([CH3:40])=[O:39])[CH:33]=2)[N:6]=1)([CH3:4])([CH3:3])[CH3:2], predict the reactants needed to synthesize it. The reactants are: [C:1]([C:5]1[CH:9]=[C:8]([NH:10][C:11]([NH:13][C:14]2[C:23]3[C:18](=[CH:19][CH:20]=[CH:21][CH:22]=3)[C:17]([O:24][C:25]3[CH:30]=[CH:29][N:28]=[C:27](Cl)[N:26]=3)=[CH:16][CH:15]=2)=[O:12])[N:7]([C:32]2[CH:37]=[CH:36][CH:35]=[C:34]([P:38]([CH3:41])([CH3:40])=[O:39])[CH:33]=2)[N:6]=1)([CH3:4])([CH3:3])[CH3:2].[NH2:42][C:43]1[CH:51]=[C:50]2[C:46]([CH2:47][C:48](=[O:52])[NH:49]2)=[CH:45][CH:44]=1.Cl.CC(O)C. (5) Given the product [N:1]1[CH:6]=[CH:5][CH:4]=[C:3]([C:21]2[CH:22]=[CH:23][C:18]([NH2:17])=[CH:19][CH:20]=2)[CH:2]=1, predict the reactants needed to synthesize it. The reactants are: [N:1]1[CH:6]=[CH:5][CH:4]=[C:3](B(CC)CC)[CH:2]=1.C1COCC1.[NH2:17][C:18]1[CH:23]=[CH:22][C:21](Br)=[CH:20][CH:19]=1.[OH-].[K+]. (6) Given the product [F:1][C:2]1[CH:3]=[CH:4][C:5]([C:8]2[CH:9]=[CH:10][C:11]3[N:12]([C:14]([S:17][C:18]4[CH:23]=[CH:22][C:21]([NH2:24])=[CH:20][CH:19]=4)=[N:15][N:16]=3)[CH:13]=2)=[CH:6][CH:7]=1, predict the reactants needed to synthesize it. The reactants are: [F:1][C:2]1[CH:7]=[CH:6][C:5]([C:8]2[CH:9]=[CH:10][C:11]3[N:12]([C:14]([S:17][C:18]4[CH:23]=[CH:22][C:21]([N+:24]([O-])=O)=[CH:20][CH:19]=4)=[N:15][N:16]=3)[CH:13]=2)=[CH:4][CH:3]=1.Cl. (7) Given the product [ClH:1].[ClH:1].[NH2:20][C:16]1[C:17]([Cl:19])=[CH:18][C:13]([NH:12][C:10](=[O:11])[C:9]([NH:8][C:6]2[CH:7]=[C:2]([Cl:1])[C:3]([NH2:26])=[CH:4][C:5]=2[OH:25])=[O:24])=[C:14]([OH:23])[CH:15]=1, predict the reactants needed to synthesize it. The reactants are: [Cl:1][C:2]1[C:3]([N+:26]([O-])=O)=[CH:4][C:5]([OH:25])=[C:6]([NH:8][C:9](=[O:24])[C:10]([NH:12][C:13]2[CH:18]=[C:17]([Cl:19])[C:16]([N+:20]([O-])=O)=[CH:15][C:14]=2[OH:23])=[O:11])[CH:7]=1. (8) Given the product [O:10]=[S:6]1(=[O:11])[CH2:7][CH2:8][CH2:9][N:5]1[CH2:4][CH:3]=[O:2], predict the reactants needed to synthesize it. The reactants are: C[O:2][CH:3](OC)[CH2:4][N:5]1[CH2:9][CH2:8][CH2:7][S:6]1(=[O:11])=[O:10].Cl.